Dataset: Forward reaction prediction with 1.9M reactions from USPTO patents (1976-2016). Task: Predict the product of the given reaction. (1) Given the reactants [Cl:1][C:2]1[CH:7]=[CH:6][C:5]([NH:8][C:9](=[O:34])[NH:10][C@H:11]([C:28]2[CH:33]=[CH:32][CH:31]=[CH:30][CH:29]=2)[C:12]([NH:14][C:15]2[CH:20]=[CH:19][C:18]([N:21]3[CH2:25][CH2:24][CH2:23][C:22]3=[NH:26])=[C:17]([CH3:27])[CH:16]=2)=[O:13])=[CH:4][CH:3]=1.COC(C)(C)C, predict the reaction product. The product is: [ClH:1].[Cl:1][C:2]1[CH:3]=[CH:4][C:5]([NH:8][C:9](=[O:34])[NH:10][C@H:11]([C:28]2[CH:29]=[CH:30][CH:31]=[CH:32][CH:33]=2)[C:12]([NH:14][C:15]2[CH:20]=[CH:19][C:18]([N:21]3[CH2:25][CH2:24][CH2:23][C:22]3=[NH:26])=[C:17]([CH3:27])[CH:16]=2)=[O:13])=[CH:6][CH:7]=1. (2) The product is: [CH2:1]([NH:5][CH2:7][C:8]1[NH:9][C:10]2[CH:16]=[CH:15][CH:14]=[CH:13][C:11]=2[N:12]=1)[CH2:2][CH2:3][CH3:4]. Given the reactants [CH2:1]([NH2:5])[CH2:2][CH2:3][CH3:4].Cl[CH2:7][C:8]1[NH:9][C:10]2[CH:16]=[CH:15][CH:14]=[CH:13][C:11]=2[N:12]=1, predict the reaction product. (3) Given the reactants [H-].[Al+3].[Li+].[H-].[H-].[H-].[CH2:7]([N:14]1[CH2:19][CH2:18][CH:17]([CH2:20][C:21]([CH3:28])([CH3:27])[C:22](OCC)=[O:23])[CH2:16][CH2:15]1)[C:8]1[CH:13]=[CH:12][CH:11]=[CH:10][CH:9]=1.O, predict the reaction product. The product is: [CH2:7]([N:14]1[CH2:19][CH2:18][CH:17]([CH2:20][C:21]([CH3:28])([CH3:27])[CH2:22][OH:23])[CH2:16][CH2:15]1)[C:8]1[CH:13]=[CH:12][CH:11]=[CH:10][CH:9]=1. (4) The product is: [Cl:22][C:23]1[N:28]=[CH:27][N:26]=[C:25]([NH:9][C:8]2[CH:10]=[CH:11][CH:12]=[C:6]([CH2:5][S:2]([CH3:1])(=[O:3])=[O:4])[CH:7]=2)[N:24]=1. Given the reactants [CH3:1][S:2]([CH2:5][C:6]1[CH:7]=[C:8]([CH:10]=[CH:11][CH:12]=1)[NH2:9])(=[O:4])=[O:3].C(N(C(C)C)CC)(C)C.[Cl:22][C:23]1[N:28]=[C:27](Cl)[N:26]=[CH:25][N:24]=1, predict the reaction product. (5) Given the reactants [CH:1]12[CH2:9][CH2:8][CH:5]([CH2:6][CH2:7]1)[CH2:4][N:3]([C:10]([CH:12]1[CH2:15][C:14]([C:17]3[CH:22]=[CH:21][C:20]([CH2:23][N:24]4[CH2:28][CH2:27][CH2:26][CH2:25]4)=[C:19]([F:29])[CH:18]=3)(O)[CH2:13]1)=[O:11])[CH2:2]2.[F:30][C:31]([F:36])([F:35])[C:32]([OH:34])=[O:33], predict the reaction product. The product is: [F:30][C:31]([F:36])([F:35])[C:32]([OH:34])=[O:33].[CH:5]12[CH2:8][CH2:9][CH:1]([CH2:7][CH2:6]1)[CH2:2][N:3]([C:10]([CH:12]1[CH2:15][C:14]([C:17]3[CH:22]=[CH:21][C:20]([CH2:23][N:24]4[CH2:25][CH2:26][CH2:27][CH2:28]4)=[C:19]([F:29])[CH:18]=3)=[CH:13]1)=[O:11])[CH2:4]2. (6) Given the reactants [CH3:1][O:2][C:3]1[CH:4]=[C:5]2[C:10](=[CH:11][CH:12]=1)[CH:9]=[C:8](C(O)=O)[CH:7]=[CH:6]2.C1(P(N=[N+]=[N-])(C2C=CC=CC=2)=[O:23])C=CC=CC=1.C([N:35]([CH2:38]C)CC)C.[CH3:40][C:41]([OH:44])([CH3:43])[CH3:42], predict the reaction product. The product is: [CH3:1][O:2][C:3]1[CH:4]=[C:5]2[C:10](=[CH:11][CH:12]=1)[CH:9]=[C:8]([NH:35][C:38](=[O:23])[O:44][C:41]([CH3:43])([CH3:42])[CH3:40])[CH:7]=[CH:6]2.